Dataset: Forward reaction prediction with 1.9M reactions from USPTO patents (1976-2016). Task: Predict the product of the given reaction. Given the reactants [C:1]([C:5]1[CH:6]=[C:7]2[C:12](=[C:13]([F:15])[CH:14]=1)[C:11](=[O:16])[N:10]([C:17]1[N:24]=[CH:23][CH:22]=[C:21](Cl)[C:18]=1[CH:19]=[O:20])[N:9]=[CH:8]2)([CH3:4])([CH3:3])[CH3:2].[C:26]([N:29]1[CH2:34][CH2:33][N:32]2[N:35]=[C:36]([NH:38][C:39]3[C:40](=[O:55])[N:41]([CH3:54])[CH:42]=[C:43](B4OC(C)(C)C(C)(C)O4)[CH:44]=3)[CH:37]=[C:31]2[CH2:30]1)(=[O:28])[CH3:27], predict the reaction product. The product is: [C:26]([N:29]1[CH2:34][CH2:33][N:32]2[N:35]=[C:36]([NH:38][C:39]3[C:40](=[O:55])[N:41]([CH3:54])[CH:42]=[C:43]([C:21]4[C:18]([CH:19]=[O:20])=[C:17]([N:10]5[N:9]=[CH:8][C:7]6[C:12](=[C:13]([F:15])[CH:14]=[C:5]([C:1]([CH3:4])([CH3:3])[CH3:2])[CH:6]=6)[C:11]5=[O:16])[N:24]=[CH:23][CH:22]=4)[CH:44]=3)[CH:37]=[C:31]2[CH2:30]1)(=[O:28])[CH3:27].